Dataset: Forward reaction prediction with 1.9M reactions from USPTO patents (1976-2016). Task: Predict the product of the given reaction. (1) Given the reactants FC(F)(F)C(O)=O.[NH2:8][CH:9]([CH2:14][C:15]1[CH:20]=[CH:19][C:18]([O:21][CH2:22][CH2:23][N:24]2[C:28]3[CH:29]=[CH:30][C:31]([C:33](=[O:40])[C:34]4[CH:39]=[CH:38][CH:37]=[CH:36][CH:35]=4)=[CH:32][C:27]=3[S:26][C:25]2=[O:41])=[CH:17][CH:16]=1)[C:10]([O:12][CH3:13])=[O:11].C(N(CC)CC)C.[C:49](Cl)(=[O:56])[C:50]1[CH:55]=[CH:54][CH:53]=[CH:52][CH:51]=1, predict the reaction product. The product is: [C:49]([NH:8][CH:9]([CH2:14][C:15]1[CH:16]=[CH:17][C:18]([O:21][CH2:22][CH2:23][N:24]2[C:28]3[CH:29]=[CH:30][C:31]([C:33](=[O:40])[C:34]4[CH:35]=[CH:36][CH:37]=[CH:38][CH:39]=4)=[CH:32][C:27]=3[S:26][C:25]2=[O:41])=[CH:19][CH:20]=1)[C:10]([O:12][CH3:13])=[O:11])(=[O:56])[C:50]1[CH:55]=[CH:54][CH:53]=[CH:52][CH:51]=1. (2) Given the reactants [O:1]1[CH2:5][CH2:4][C@H:3]([OH:6])[CH2:2]1.C(N(CC)CC)C.[CH3:14][S:15](Cl)(=[O:17])=[O:16].O, predict the reaction product. The product is: [CH3:14][S:15]([O:6][C@H:3]1[CH2:4][CH2:5][O:1][CH2:2]1)(=[O:17])=[O:16]. (3) Given the reactants C([N:5]1[C:9](=[O:10])[CH2:8][CH:7]([C:11]2[CH:16]=[CH:15][C:14]([CH2:17][CH2:18][NH:19][S:20]([C:23]3[CH:28]=[CH:27][C:26]([O:29][C:30]4[CH:35]=[CH:34][CH:33]=[CH:32][CH:31]=4)=[CH:25][CH:24]=3)(=[O:22])=[O:21])=[CH:13][CH:12]=2)[S:6]1(=[O:37])=[O:36])(C)(C)C, predict the reaction product. The product is: [O:37]=[S:6]1(=[O:36])[CH:7]([C:11]2[CH:16]=[CH:15][C:14]([CH2:17][CH2:18][NH:19][S:20]([C:23]3[CH:28]=[CH:27][C:26]([O:29][C:30]4[CH:31]=[CH:32][CH:33]=[CH:34][CH:35]=4)=[CH:25][CH:24]=3)(=[O:21])=[O:22])=[CH:13][CH:12]=2)[CH2:8][C:9](=[O:10])[NH:5]1. (4) Given the reactants [NH2:1][C:2]1[CH:3]=[C:4]([C:8]([C:10]2[C:14]3[CH:15]=[N:16][CH:17]=[C:18]([F:19])[C:13]=3[N:12]([C:20]([CH3:31])([CH3:30])[CH2:21][O:22][Si:23]([C:26]([CH3:29])([CH3:28])[CH3:27])([CH3:25])[CH3:24])[CH:11]=2)=[O:9])[CH:5]=[N:6][CH:7]=1.[Cl:32][C:33]1[CH:38]=[CH:37][C:36]([CH2:39][C:40](O)=[O:41])=[CH:35][CH:34]=1.CCN(C(C)C)C(C)C.C(P1(=O)OP(CCC)(=O)OP(CCC)(=O)O1)CC, predict the reaction product. The product is: [C:26]([Si:23]([CH3:24])([CH3:25])[O:22][CH2:21][C:20]([N:12]1[C:13]2[C:18]([F:19])=[CH:17][N:16]=[CH:15][C:14]=2[C:10]([C:8]([C:4]2[CH:3]=[C:2]([NH:1][C:40](=[O:41])[CH2:39][C:36]3[CH:37]=[CH:38][C:33]([Cl:32])=[CH:34][CH:35]=3)[CH:7]=[N:6][CH:5]=2)=[O:9])=[CH:11]1)([CH3:31])[CH3:30])([CH3:29])([CH3:28])[CH3:27]. (5) Given the reactants CN(C(ON1N=NC2C=CC=NC1=2)=[N+](C)C)C.F[P-](F)(F)(F)(F)F.[CH:25]1([C:31]2[C:32]3[CH:33]=[CH:34][C:35]([C:65](=[O:73])[NH:66][S:67]([CH:70]([CH3:72])[CH3:71])(=[O:69])=[O:68])=[CH:36][C:37]=3[N:38]3[CH2:44][C:43]([C:45]4[N:49]([CH:50]5[CH2:52][CH2:51]5)[N:48]=[C:47]([CH:53]([CH3:55])[CH3:54])[C:46]=4[C:56]([OH:58])=O)=[CH:42][C:41]4[CH:59]=[C:60]([O:63][CH3:64])[CH:61]=[CH:62][C:40]=4[C:39]=23)[CH2:30][CH2:29][CH2:28][CH2:27][CH2:26]1.[CH3:74][C@H:75]1[O:80][C@@H:79]([CH3:81])[CH2:78][NH:77][CH2:76]1.CCN(C(C)C)C(C)C, predict the reaction product. The product is: [CH:25]1([C:31]2[C:32]3[CH:33]=[CH:34][C:35]([C:65]([NH:66][S:67]([CH:70]([CH3:72])[CH3:71])(=[O:69])=[O:68])=[O:73])=[CH:36][C:37]=3[N:38]3[CH2:44][C:43]([C:45]4[N:49]([CH:50]5[CH2:52][CH2:51]5)[N:48]=[C:47]([CH:53]([CH3:55])[CH3:54])[C:46]=4[C:56]([N:77]4[CH2:76][C@H:75]([CH3:74])[O:80][C@H:79]([CH3:81])[CH2:78]4)=[O:58])=[CH:42][C:41]4[CH:59]=[C:60]([O:63][CH3:64])[CH:61]=[CH:62][C:40]=4[C:39]=23)[CH2:26][CH2:27][CH2:28][CH2:29][CH2:30]1. (6) Given the reactants C([Mg][Cl:5])(C)C.[Br:6][C:7]1[CH:8]=[C:9]([C:13]([O:15][CH3:16])=[O:14])[O:10][C:11]=1Br.C(C(Cl)C)CCCCC, predict the reaction product. The product is: [Br:6][C:7]1[CH:8]=[C:9]([C:13]([O:15][CH3:16])=[O:14])[O:10][C:11]=1[Cl:5]. (7) Given the reactants [CH3:1][CH:2]1[N:11]([NH:12]C(=O)C)[C:10](=[O:16])[C:9]2[S:8][C:7]3[CH:17]=[C:18]([O:21][C:22]([F:25])([F:24])[F:23])[CH:19]=[CH:20][C:6]=3[NH:5][C:4]=2[CH2:3]1.Cl, predict the reaction product. The product is: [NH2:12][N:11]1[CH:2]([CH3:1])[CH2:3][C:4]2[NH:5][C:6]3[CH:20]=[CH:19][C:18]([O:21][C:22]([F:25])([F:24])[F:23])=[CH:17][C:7]=3[S:8][C:9]=2[C:10]1=[O:16]. (8) Given the reactants [C:1]1([CH3:14])[CH:6]=[C:5]([CH3:7])[CH:4]=[C:3]([CH3:8])[C:2]=1[S:9]([O:12][NH2:13])(=[O:11])=[O:10].[NH2:15][C:16]1[N:21]=[C:20]([CH3:22])[CH:19]=[C:18]([CH3:23])[N:17]=1.CO.ClCCl.CCOCC, predict the reaction product. The product is: [C:1]1([CH3:14])[CH:6]=[C:5]([CH3:7])[CH:4]=[C:3]([CH3:8])[C:2]=1[S:9]([O-:12])(=[O:11])=[O:10].[NH2:13][N+:17]1[C:18]([CH3:23])=[CH:19][C:20]([CH3:22])=[N:21][C:16]=1[NH2:15].